Dataset: Peptide-MHC class II binding affinity with 134,281 pairs from IEDB. Task: Regression. Given a peptide amino acid sequence and an MHC pseudo amino acid sequence, predict their binding affinity value. This is MHC class II binding data. (1) The peptide sequence is GAVFLGFLGAAGSTMG. The MHC is HLA-DQA10401-DQB10402 with pseudo-sequence HLA-DQA10401-DQB10402. The binding affinity (normalized) is 0.409. (2) The peptide sequence is NLWKMKTGRRGSANG. The MHC is HLA-DQA10201-DQB10402 with pseudo-sequence HLA-DQA10201-DQB10402. The binding affinity (normalized) is 0.332. (3) The peptide sequence is SDYVYQPFPKTVWEQ. The MHC is DRB5_0101 with pseudo-sequence DRB5_0101. The binding affinity (normalized) is 0.460. (4) The peptide sequence is VDLESDGKPQKAGSN. The MHC is DRB1_0101 with pseudo-sequence DRB1_0101. The binding affinity (normalized) is 0.102. (5) The peptide sequence is NAGFKAAVAAAAVVP. The MHC is DRB1_0301 with pseudo-sequence DRB1_0301. The binding affinity (normalized) is 0.0525.